From a dataset of CYP1A2 inhibition data for predicting drug metabolism from PubChem BioAssay. Regression/Classification. Given a drug SMILES string, predict its absorption, distribution, metabolism, or excretion properties. Task type varies by dataset: regression for continuous measurements (e.g., permeability, clearance, half-life) or binary classification for categorical outcomes (e.g., BBB penetration, CYP inhibition). Dataset: cyp1a2_veith. The molecule is O=C(Nc1cccc(Cl)c1Cl)c1snnc1-c1ccccc1. The result is 1 (inhibitor).